From a dataset of Catalyst prediction with 721,799 reactions and 888 catalyst types from USPTO. Predict which catalyst facilitates the given reaction. (1) Reactant: C[O:2][C:3](=O)[C@H:4]([NH:13][C:14]([O:16][C:17]([CH3:20])([CH3:19])[CH3:18])=[O:15])[CH2:5][C:6]1[CH:11]=[CH:10][C:9]([Br:12])=[CH:8][CH:7]=1.CC(C[AlH]CC(C)C)C. Product: [C:17]([O:16][C:14](=[O:15])[NH:13][C@H:4]([CH2:5][C:6]1[CH:7]=[CH:8][C:9]([Br:12])=[CH:10][CH:11]=1)[CH:3]=[O:2])([CH3:20])([CH3:18])[CH3:19]. The catalyst class is: 2. (2) Reactant: [Cl-].O[NH3+:3].[C:4](=[O:7])([O-])[OH:5].[Na+].CS(C)=O.[C:13]([O:17][C:18]1[CH:23]=[CH:22][C:21]([C:24]2[C:29](=[O:30])[N:28]([CH2:31][C:32]3[CH:37]=[CH:36][C:35]([C:38]4[C:39]([C:44]#[N:45])=[CH:40][CH:41]=[CH:42][CH:43]=4)=[CH:34][C:33]=3[F:46])[C:27]([CH2:47][CH2:48][CH3:49])=[N:26][C:25]=2[CH3:50])=[CH:20][CH:19]=1)([CH3:16])([CH3:15])[CH3:14]. Product: [C:13]([O:17][C:18]1[CH:19]=[CH:20][C:21]([C:24]2[C:29](=[O:30])[N:28]([CH2:31][C:32]3[CH:37]=[CH:36][C:35]([C:38]4[CH:43]=[CH:42][CH:41]=[CH:40][C:39]=4[C:44]4[NH:3][C:4](=[O:7])[O:5][N:45]=4)=[CH:34][C:33]=3[F:46])[C:27]([CH2:47][CH2:48][CH3:49])=[N:26][C:25]=2[CH3:50])=[CH:22][CH:23]=1)([CH3:16])([CH3:15])[CH3:14]. The catalyst class is: 13. (3) Reactant: O=P(Cl)(Cl)Cl.[NH2:6][C:7]1[CH:8]=[N:9][CH:10]=[C:11]([F:29])[C:12]=1[CH2:13][CH2:14][C@H:15]1[CH2:19][O:18][C:17]([CH3:21])([CH3:20])[N:16]1[C:22]([O:24][C:25]([CH3:28])([CH3:27])[CH3:26])=[O:23].[N:30]([C@@H:33]([C@H:37]([C:45]1[CH:50]=[C:49]([F:51])[CH:48]=[C:47]([F:52])[CH:46]=1)[C:38]1[CH:43]=[CH:42][C:41]([F:44])=[CH:40][CH:39]=1)[C:34](O)=[O:35])=[N+:31]=[N-:32]. Product: [N:30]([C@@H:33]([C@H:37]([C:45]1[CH:46]=[C:47]([F:52])[CH:48]=[C:49]([F:51])[CH:50]=1)[C:38]1[CH:43]=[CH:42][C:41]([F:44])=[CH:40][CH:39]=1)[C:34]([NH:6][C:7]1[CH:8]=[N:9][CH:10]=[C:11]([F:29])[C:12]=1[CH2:13][CH2:14][C@H:15]1[CH2:19][O:18][C:17]([CH3:21])([CH3:20])[N:16]1[C:22]([O:24][C:25]([CH3:28])([CH3:27])[CH3:26])=[O:23])=[O:35])=[N+:31]=[N-:32]. The catalyst class is: 17. (4) Reactant: Br[C:2]1[C:3](=[O:22])[N:4]([CH2:10][CH2:11][C:12]2[CH:21]=[CH:20][C:15]([C:16]([O:18][CH3:19])=[O:17])=[CH:14][CH:13]=2)[C:5]([CH3:9])=[C:6]([Cl:8])[CH:7]=1.[CH3:23]B(O)O.P([O-])([O-])([O-])=O.[K+].[K+].[K+]. Product: [Cl:8][C:6]1[CH:7]=[C:2]([CH3:23])[C:3](=[O:22])[N:4]([CH2:10][CH2:11][C:12]2[CH:21]=[CH:20][C:15]([C:16]([O:18][CH3:19])=[O:17])=[CH:14][CH:13]=2)[C:5]=1[CH3:9]. The catalyst class is: 12. (5) Reactant: [NH2:1][CH2:2][C@H:3]([OH:14])[C@@H:4]([NH:6][C:7](=[O:13])[O:8][C:9]([CH3:12])([CH3:11])[CH3:10])[CH3:5].NC[C@@H](O)[C@@H](NC(=O)OC(C)(C)C)C.C(=O)(O)[O-].[Na+].[N:34]1[CH:39]=[CH:38][CH:37]=[CH:36][C:35]=1[S:40](Cl)(=[O:42])=[O:41]. Product: [OH:14][C@@H:3]([CH2:2][NH:1][S:40]([C:35]1[CH:36]=[CH:37][CH:38]=[CH:39][N:34]=1)(=[O:42])=[O:41])[C@@H:4]([NH:6][C:7](=[O:13])[O:8][C:9]([CH3:10])([CH3:12])[CH3:11])[CH3:5]. The catalyst class is: 46. (6) Reactant: CC(C)([O-])C.[K+].[C:7]([O:11][C:12]([N:14]1[CH2:19][CH2:18][CH:17]([OH:20])[CH2:16][CH2:15]1)=[O:13])([CH3:10])([CH3:9])[CH3:8].F[C:22]1[CH:29]=[CH:28][C:25]([C:26]#[N:27])=[C:24]([CH3:30])[CH:23]=1. Product: [C:7]([O:11][C:12]([N:14]1[CH2:19][CH2:18][CH:17]([O:20][C:22]2[CH:29]=[CH:28][C:25]([C:26]#[N:27])=[C:24]([CH3:30])[CH:23]=2)[CH2:16][CH2:15]1)=[O:13])([CH3:10])([CH3:8])[CH3:9]. The catalyst class is: 28.